From a dataset of Catalyst prediction with 721,799 reactions and 888 catalyst types from USPTO. Predict which catalyst facilitates the given reaction. Reactant: O.NN.[F:4][C:5]([F:34])([F:33])[C:6]1[CH:7]=[C:8]([S:12]([N:15]2[CH2:20][CH2:19][CH:18]([O:21][N:22]3C(=O)C4C(=CC=CC=4)C3=O)[CH2:17][CH2:16]2)(=[O:14])=[O:13])[CH:9]=[CH:10][CH:11]=1. Product: [F:34][C:5]([F:4])([F:33])[C:6]1[CH:7]=[C:8]([S:12]([N:15]2[CH2:16][CH2:17][CH:18]([O:21][NH2:22])[CH2:19][CH2:20]2)(=[O:14])=[O:13])[CH:9]=[CH:10][CH:11]=1. The catalyst class is: 8.